From a dataset of Reaction yield outcomes from USPTO patents with 853,638 reactions. Predict the reaction yield, written as a fraction of the theoretical maximum amount of product (1.0 means a 100% yield; for example, 0.34 means a 34% yield). (1) The reactants are Br[C:2]1[N:6]([CH2:7][C:8]([O:10][CH3:11])=[O:9])[N:5]=[C:4]([C:12]([F:15])([F:14])[F:13])[CH:3]=1.[CH2:16]([Sn](CCCC)(CCCC)CC=C)[CH2:17][CH2:18]C. The catalyst is CN(C=O)C.C1C=CC([P]([Pd]([P](C2C=CC=CC=2)(C2C=CC=CC=2)C2C=CC=CC=2)([P](C2C=CC=CC=2)(C2C=CC=CC=2)C2C=CC=CC=2)[P](C2C=CC=CC=2)(C2C=CC=CC=2)C2C=CC=CC=2)(C2C=CC=CC=2)C2C=CC=CC=2)=CC=1. The product is [CH2:18]([C:2]1[N:6]([CH2:7][C:8]([O:10][CH3:11])=[O:9])[N:5]=[C:4]([C:12]([F:15])([F:14])[F:13])[CH:3]=1)[CH:17]=[CH2:16]. The yield is 0.380. (2) The reactants are [C:1]([O:5][C:6]([N:8]([CH3:10])[NH2:9])=[O:7])([CH3:4])([CH3:3])[CH3:2].[Cl:11][C:12]1[C:17]([Cl:18])=[CH:16][C:15]([Cl:19])=[CH:14][C:13]=1B(O)O.C(N(CC)CC)C. The catalyst is ClCCCl.C([O-])(=O)C.[Cu+2].C([O-])(=O)C. The product is [C:1]([O:5][C:6]([N:8]([CH3:10])[NH:9][C:13]1[CH:14]=[C:15]([Cl:19])[CH:16]=[C:17]([Cl:18])[C:12]=1[Cl:11])=[O:7])([CH3:4])([CH3:3])[CH3:2]. The yield is 0.530. (3) The reactants are [CH3:1][CH2:2][C:3]([C:5]1[CH:10]=[CH:9]C(C#N)=[CH:7][CH:6]=1)=[O:4].[OH-:13].[Na+].[O:15]1[CH2:20][CH2:19]OCC1. The catalyst is O. The product is [C:3]([C:5]1[CH:10]=[CH:9][C:19]([C:20]([OH:15])=[O:13])=[CH:7][CH:6]=1)(=[O:4])[CH2:2][CH3:1]. The yield is 0.980. (4) The product is [CH3:14][O:13][C:11]1[CH:10]=[CH:9][N:8]=[C:7]([C:16](=[O:17])[CH3:15])[N:12]=1. The catalyst is C1COCC1. The yield is 0.320. The reactants are C([Mg]Cl)(C)C.I[C:7]1[N:12]=[C:11]([O:13][CH3:14])[CH:10]=[CH:9][N:8]=1.[CH3:15][C:16](N(C)C)=[O:17].